Task: Regression/Classification. Given a drug SMILES string, predict its absorption, distribution, metabolism, or excretion properties. Task type varies by dataset: regression for continuous measurements (e.g., permeability, clearance, half-life) or binary classification for categorical outcomes (e.g., BBB penetration, CYP inhibition). Dataset: cyp1a2_veith.. Dataset: CYP1A2 inhibition data for predicting drug metabolism from PubChem BioAssay (1) The compound is O=C(CCN1C(=O)c2cccc3cccc(c23)C1=O)N1CCN(Cc2ccc3c(c2)OCO3)CC1. The result is 0 (non-inhibitor). (2) The result is 0 (non-inhibitor). The molecule is CCC(c1nnnn1CCOC)N1CCN(C(=O)c2ccco2)CC1.Cl. (3) The drug is Cl.OC(c1ccccc1)(c1ccc(F)cc1)C(c1ccccc1)N1CCOCC1. The result is 0 (non-inhibitor). (4) The compound is Cc1ccc(C2=C(Cl)C(=O)C(c3ccc(C)cc3)=C(Cl)C2=O)cc1. The result is 0 (non-inhibitor). (5) The drug is COc1ccc(C(C)=O)c(OC(=O)c2ccco2)c1. The result is 1 (inhibitor). (6) The compound is CO/N=C\[C@@H](OC)[C@H](C)/C=C\CC(=O)OC. The result is 0 (non-inhibitor). (7) The compound is COc1ccccc1-c1nc(NCc2cnc(C)cn2)c2ccccc2n1. The result is 1 (inhibitor). (8) The compound is COCC(=O)N1CCN(c2ccc([N+](=O)[O-])cc2)CC1. The result is 0 (non-inhibitor).